From a dataset of Catalyst prediction with 721,799 reactions and 888 catalyst types from USPTO. Predict which catalyst facilitates the given reaction. (1) The catalyst class is: 208. Reactant: [CH3:1][O:2][C:3]1[CH:4]=[C:5]2[C:10](=[CH:11][C:12]=1[O:13][CH3:14])[N:9]=[CH:8][CH:7]=[C:6]2[O:15][C:16]1[C:22]([CH3:23])=[CH:21][C:19]([NH2:20])=[C:18]([CH3:24])[CH:17]=1.Cl[C:26](Cl)([O:28]C(=O)OC(Cl)(Cl)Cl)Cl.[CH3:37][CH:38]([OH:44])[CH2:39][CH2:40][CH2:41][CH2:42][CH3:43].C(=O)(O)[O-].[Na+]. Product: [CH3:1][O:2][C:3]1[CH:4]=[C:5]2[C:10](=[CH:11][C:12]=1[O:13][CH3:14])[N:9]=[CH:8][CH:7]=[C:6]2[O:15][C:16]1[C:22]([CH3:23])=[CH:21][C:19]([NH:20][C:26](=[O:28])[O:44][CH:38]([CH3:37])[CH2:39][CH2:40][CH2:41][CH2:42][CH3:43])=[C:18]([CH3:24])[CH:17]=1. (2) Reactant: C([O:5][C:6](=[O:48])[CH2:7][CH:8]([OH:47])[CH2:9][CH:10]([OH:46])[CH2:11][CH2:12][C:13]1[N:14]([CH:43]([CH3:45])[CH3:44])[C:15]([C:31](=[O:42])[NH:32][CH2:33][C:34]2[CH:39]=[CH:38][C:37]([CH2:40][OH:41])=[CH:36][CH:35]=2)=[C:16]([C:25]2[CH:30]=[CH:29][CH:28]=[CH:27][CH:26]=2)[C:17]=1[C:18]1[CH:23]=[CH:22][C:21]([F:24])=[CH:20][CH:19]=1)(C)(C)C.[OH-].[Na+:50]. Product: [Na+:50].[F:24][C:21]1[CH:20]=[CH:19][C:18]([C:17]2[C:16]([C:25]3[CH:26]=[CH:27][CH:28]=[CH:29][CH:30]=3)=[C:15]([C:31](=[O:42])[NH:32][CH2:33][C:34]3[CH:39]=[CH:38][C:37]([CH2:40][OH:41])=[CH:36][CH:35]=3)[N:14]([CH:43]([CH3:45])[CH3:44])[C:13]=2[CH2:12][CH2:11][CH:10]([OH:46])[CH2:9][CH:8]([OH:47])[CH2:7][C:6]([O-:48])=[O:5])=[CH:23][CH:22]=1. The catalyst class is: 5.